From a dataset of Forward reaction prediction with 1.9M reactions from USPTO patents (1976-2016). Predict the product of the given reaction. Given the reactants [H-].[Na+].[Cl:3][C:4]1[CH:5]=[CH:6][C:7]([CH2:11][N:12]2[C:20]3[C:15](=[C:16]([C@@H:21]([OH:23])[CH3:22])[CH:17]=[CH:18][CH:19]=3)[C:14]([F:25])([F:24])[C:13]2=[O:26])=[N:8][C:9]=1Cl.[Cl-].[NH4+].[CH3:29][OH:30], predict the reaction product. The product is: [Cl:3][C:4]1[CH:5]=[CH:6][C:7]([CH2:11][N:12]2[C:20]3[C:15](=[C:16]([C@@H:21]([OH:23])[CH3:22])[CH:17]=[CH:18][CH:19]=3)[C:14]([F:24])([F:25])[C:13]2=[O:26])=[N:8][C:9]=1[O:30][CH3:29].